From a dataset of Reaction yield outcomes from USPTO patents with 853,638 reactions. Predict the reaction yield, written as a fraction of the theoretical maximum amount of product (1.0 means a 100% yield; for example, 0.34 means a 34% yield). (1) The reactants are [N:1]1[CH:6]=[CH:5][C:4]([CH3:7])=[CH:3][CH:2]=1.[CH3:8][I:9]. The catalyst is C1(C)C=CC=CC=1. The product is [I-:9].[CH3:8][N+:1]1[CH:6]=[CH:5][C:4]([CH3:7])=[CH:3][CH:2]=1. The yield is 0.670. (2) The reactants are [C:1]([C:4]1[CH:11]=[CH:10][C:7]([CH:8]=[O:9])=[CH:6][CH:5]=1)([OH:3])=O.[F:12][C:13]([F:23])([F:22])[O:14][C:15]1[CH:16]=[C:17]([CH:19]=[CH:20][CH:21]=1)[NH2:18].C1CCC(N=C=NC2CCCCC2)CC1.Cl. The catalyst is C(OCC)(=O)C. The product is [CH:8]([C:7]1[CH:10]=[CH:11][C:4]([C:1]([NH:18][C:17]2[CH:19]=[CH:20][CH:21]=[C:15]([O:14][C:13]([F:12])([F:22])[F:23])[CH:16]=2)=[O:3])=[CH:5][CH:6]=1)=[O:9]. The yield is 0.380. (3) The reactants are [NH2:1][C:2]1[CH:7]=[C:6]([Cl:8])[CH:5]=[CH:4][C:3]=1[SH:9].Br[CH2:11][C:12]1[CH:17]=[CH:16][CH:15]=[CH:14][C:13]=1[N+:18]([O-:20])=[O:19].C([O-])([O-])=O.[K+].[K+]. The catalyst is CN(C=O)C. The product is [Cl:8][C:6]1[CH:5]=[CH:4][C:3]([S:9][CH2:11][C:12]2[CH:17]=[CH:16][CH:15]=[CH:14][C:13]=2[N+:18]([O-:20])=[O:19])=[C:2]([CH:7]=1)[NH2:1]. The yield is 0.950. (4) The reactants are [C:1]([O:5][C:6]([N:8]1[CH2:12][CH2:11][CH2:10][CH:9]1[C:13]1[NH:14][C:15]([C:18]2[CH:30]=[CH:29][C:28]3[C:27]4[C:22](=[CH:23][C:24](Br)=[CH:25][CH:26]=4)[C:21]([F:33])([F:32])[C:20]=3[CH:19]=2)=[CH:16][N:17]=1)=[O:7])([CH3:4])([CH3:3])[CH3:2].[C:34]([O:38][C:39]([N:41]1[CH2:45][CH2:44][CH2:43][CH:42]1[C:46]1[NH:50][C:49]2[CH:51]=[C:52](B3OC(C)(C)C(C)(C)O3)[CH:53]=[CH:54][C:48]=2[N:47]=1)=[O:40])([CH3:37])([CH3:36])[CH3:35].C(=O)([O-])[O-].[K+].[K+]. The catalyst is COCCOC.O.C(OCC)(=O)C.C1C=CC(P(C2C=CC=CC=2)[C-]2C=CC=C2)=CC=1.C1C=CC(P(C2C=CC=CC=2)[C-]2C=CC=C2)=CC=1.Cl[Pd]Cl.[Fe+2].C1C=CC([P]([Pd]([P](C2C=CC=CC=2)(C2C=CC=CC=2)C2C=CC=CC=2)([P](C2C=CC=CC=2)(C2C=CC=CC=2)C2C=CC=CC=2)[P](C2C=CC=CC=2)(C2C=CC=CC=2)C2C=CC=CC=2)(C2C=CC=CC=2)C2C=CC=CC=2)=CC=1. The product is [C:1]([O:5][C:6]([N:8]1[CH2:12][CH2:11][CH2:10][CH:9]1[C:13]1[NH:14][C:15]([C:18]2[CH:30]=[CH:29][C:28]3[C:27]4[C:22](=[CH:23][C:24]([C:52]5[CH:53]=[CH:54][C:48]6[N:47]=[C:46]([CH:42]7[CH2:43][CH2:44][CH2:45][N:41]7[C:39]([O:38][C:34]([CH3:35])([CH3:36])[CH3:37])=[O:40])[NH:50][C:49]=6[CH:51]=5)=[CH:25][CH:26]=4)[C:21]([F:33])([F:32])[C:20]=3[CH:19]=2)=[CH:16][N:17]=1)=[O:7])([CH3:4])([CH3:3])[CH3:2]. The yield is 0.430. (5) The reactants are [CH3:1][O:2][C:3]1[N:4]=[C:5]2[C:10](=[CH:11][CH:12]=1)[N:9]=[CH:8][CH:7]=[C:6]2[C:13]1[N:14]=[C:15]([CH2:18][CH2:19][NH:20]C(=O)OC(C)(C)C)[S:16][CH:17]=1. The catalyst is FC(F)(F)C(O)=O. The product is [CH3:1][O:2][C:3]1[N:4]=[C:5]2[C:10](=[CH:11][CH:12]=1)[N:9]=[CH:8][CH:7]=[C:6]2[C:13]1[N:14]=[C:15]([CH2:18][CH2:19][NH2:20])[S:16][CH:17]=1. The yield is 0.900. (6) The reactants are [CH2:1]([C:3]1[CH:31]=[CH:30][C:6]([C:7]([N:9]2[CH2:29][CH2:28][C:12]3([C:17]4=[CH:18][CH:19]=[CH:20][N:16]4[C:15]4[CH:21]=[CH:22][C:23]([C:25](O)=[O:26])=[CH:24][C:14]=4[O:13]3)[CH2:11][CH2:10]2)=[O:8])=[CH:5][C:4]=1[O:32][CH3:33])[CH3:2].C(N(CC)CC)C.ClC(OCC(C)C)=O.[BH4-].[Na+]. The catalyst is O1CCCC1.O. The product is [CH2:1]([C:3]1[CH:31]=[CH:30][C:6]([C:7]([N:9]2[CH2:10][CH2:11][C:12]3([O:13][C:14]4[CH:24]=[C:23]([CH2:25][OH:26])[CH:22]=[CH:21][C:15]=4[N:16]4[CH:20]=[CH:19][CH:18]=[C:17]34)[CH2:28][CH2:29]2)=[O:8])=[CH:5][C:4]=1[O:32][CH3:33])[CH3:2]. The yield is 0.620. (7) The reactants are [CH2:1]([O:8][C:9]([NH:11][CH:12]1[C:21]2[C:16](=[CH:17][C:18]([O:26][CH3:27])=[C:19]([C:22]([O:24][CH3:25])=[O:23])[CH:20]=2)[NH:15][CH:14]([CH:28]2[CH2:30][CH2:29]2)[CH:13]1[CH3:31])=[O:10])[C:2]1[CH:7]=[CH:6][CH:5]=[CH:4][CH:3]=1.CCN(C(C)C)C(C)C.[C:41](Cl)(=[O:43])[CH3:42].O. The catalyst is ClCCl. The product is [C:41]([N:15]1[C:16]2[C:21](=[CH:20][C:19]([C:22]([O:24][CH3:25])=[O:23])=[C:18]([O:26][CH3:27])[CH:17]=2)[CH:12]([NH:11][C:9]([O:8][CH2:1][C:2]2[CH:3]=[CH:4][CH:5]=[CH:6][CH:7]=2)=[O:10])[CH:13]([CH3:31])[CH:14]1[CH:28]1[CH2:29][CH2:30]1)(=[O:43])[CH3:42]. The yield is 0.950.